This data is from Catalyst prediction with 721,799 reactions and 888 catalyst types from USPTO. The task is: Predict which catalyst facilitates the given reaction. (1) Reactant: [Br:1][C:2]1[CH:7]=[CH:6][C:5]([OH:8])=[CH:4][CH:3]=1.Br[CH2:10][CH2:11][CH2:12][CH2:13][CH2:14][OH:15].C(=O)([O-])[O-].[K+].[K+].O. Product: [Br:1][C:2]1[CH:7]=[CH:6][C:5]([O:8][CH2:10][CH2:11][CH2:12][CH2:13][CH2:14][OH:15])=[CH:4][CH:3]=1. The catalyst class is: 9. (2) Reactant: IC1CCCCC1.[Cl:8][C:9]1[C:16]([O:17]C)=[CH:15][CH:14]=[CH:13][C:10]=1[C:11]#[N:12].O. Product: [Cl:8][C:9]1[C:16]([OH:17])=[CH:15][CH:14]=[CH:13][C:10]=1[C:11]#[N:12]. The catalyst class is: 3. (3) Reactant: [O:1]1[CH2:6][CH2:5][CH2:4][O:3][CH:2]1[C:7]1[CH:8]=[C:9]([C:13]([CH3:22])([CH3:21])[CH2:14][C:15](=[O:20])[C:16]([F:19])([F:18])[F:17])[CH:10]=[CH:11][CH:12]=1.[Na].[I-].[CH3:25][S+](C)(C)=O. Product: [CH3:21][C:13]([C:9]1[CH:8]=[C:7]([CH:2]2[O:3][CH2:4][CH2:5][CH2:6][O:1]2)[CH:12]=[CH:11][CH:10]=1)([CH3:22])[CH2:14][C:15]1([C:16]([F:18])([F:19])[F:17])[CH2:25][O:20]1. The catalyst class is: 16. (4) Reactant: [CH3:1][N:2]1[CH2:7][CH2:6][NH:5][CH2:4][CH2:3]1.C(N(CC)CC)C.[C:15](O[C:15]([O:17][C:18]([CH3:21])([CH3:20])[CH3:19])=[O:16])([O:17][C:18]([CH3:21])([CH3:20])[CH3:19])=[O:16]. Product: [CH3:1][N:2]1[CH2:7][CH2:6][N:5]([C:15]([O:17][C:18]([CH3:21])([CH3:20])[CH3:19])=[O:16])[CH2:4][CH2:3]1. The catalyst class is: 7. (5) Reactant: Cl.[NH2:2][CH2:3][C:4]1[CH:5]=[C:6]2[C:10](=[CH:11][CH:12]=1)[C:9](=[O:13])[N:8]([CH:14]1[CH2:19][CH2:18][C:17](=[O:20])[NH:16][C:15]1=[O:21])[CH2:7]2.[F:22][C:23]([F:34])([F:33])[C:24]1[CH:25]=[C:26]([CH:30]=[CH:31][CH:32]=1)[C:27](Cl)=[O:28].C(N(CC)CC)C.Cl. Product: [O:21]=[C:15]1[CH:14]([N:8]2[CH2:7][C:6]3[C:10](=[CH:11][CH:12]=[C:4]([CH2:3][NH:2][C:27](=[O:28])[C:26]4[CH:30]=[CH:31][CH:32]=[C:24]([C:23]([F:22])([F:33])[F:34])[CH:25]=4)[CH:5]=3)[C:9]2=[O:13])[CH2:19][CH2:18][C:17](=[O:20])[NH:16]1. The catalyst class is: 9. (6) Reactant: [NH2:1][C@H:2]1[C@H:6]([CH2:7][CH2:8][CH2:9][OH:10])[CH2:5][N:4]([C:11]([O:13][C:14]([CH3:17])([CH3:16])[CH3:15])=[O:12])[CH2:3]1.[N+:18]([C:21]1[CH:26]=[CH:25][C:24]([S:27](Cl)(=[O:29])=[O:28])=[CH:23][CH:22]=1)([O-:20])=[O:19].C([O-])([O-])=O.[Na+].[Na+]. Product: [OH:10][CH2:9][CH2:8][CH2:7][C@H:6]1[C@H:2]([NH:1][S:27]([C:24]2[CH:23]=[CH:22][C:21]([N+:18]([O-:20])=[O:19])=[CH:26][CH:25]=2)(=[O:28])=[O:29])[CH2:3][N:4]([C:11]([O:13][C:14]([CH3:17])([CH3:16])[CH3:15])=[O:12])[CH2:5]1. The catalyst class is: 20. (7) Reactant: [C:1]([O:5][C:6]([NH:8][CH2:9][C:10]1[N:11]([CH2:33][CH:34]([CH3:36])[CH3:35])[C:12](=[O:32])[C:13]2[C:18]([C:19]=1[C:20]1[CH:25]=[CH:24][C:23]([Cl:26])=[CH:22][CH:21]=1)=[CH:17][C:16](/[CH:27]=[CH:28]/[C:29]([OH:31])=O)=[CH:15][CH:14]=2)=[O:7])([CH3:4])([CH3:3])[CH3:2].Cl.C([N:40]=C=NCCCN(C)C)C.[NH4+].ON1C2C=CC=CC=2N=N1.O. The catalyst class is: 9. Product: [C:1]([O:5][C:6]([NH:8][CH2:9][C:10]1[N:11]([CH2:33][CH:34]([CH3:36])[CH3:35])[C:12](=[O:32])[C:13]2[C:18]([C:19]=1[C:20]1[CH:21]=[CH:22][C:23]([Cl:26])=[CH:24][CH:25]=1)=[CH:17][C:16](/[CH:27]=[CH:28]/[C:29]([NH2:40])=[O:31])=[CH:15][CH:14]=2)=[O:7])([CH3:4])([CH3:2])[CH3:3]. (8) Product: [Br:20][C:6]1[CH:7]=[C:8]([C:16]([O:18][CH3:19])=[O:17])[C:9]2[C:14]([CH:15]=1)=[CH:13][CH:12]=[CH:11][CH:10]=2. Reactant: N([O-])=O.[Na+].N[C:6]1[CH:7]=[C:8]([C:16]([O:18][CH3:19])=[O:17])[C:9]2[C:14]([CH:15]=1)=[CH:13][CH:12]=[CH:11][CH:10]=2.[BrH:20]. The catalyst class is: 97. (9) Reactant: I[C:2]1[C:7]([C:8]([NH:10][NH:11][CH:12]2[CH2:17][CH2:16][O:15][CH2:14][CH2:13]2)=[O:9])=[C:6]([O:18][CH3:19])[N:5]=[CH:4][CH:3]=1.N1CCC[C@H]1C(O)=O.C(=O)([O-])[O-].[K+].[K+].[Cl-].[NH4+]. Product: [CH3:19][O:18][C:6]1[C:7]2[C:8](=[O:9])[NH:10][N:11]([CH:12]3[CH2:17][CH2:16][O:15][CH2:14][CH2:13]3)[C:2]=2[CH:3]=[CH:4][N:5]=1. The catalyst class is: 156.